This data is from Reaction yield outcomes from USPTO patents with 853,638 reactions. The task is: Predict the reaction yield, written as a fraction of the theoretical maximum amount of product (1.0 means a 100% yield; for example, 0.34 means a 34% yield). (1) The reactants are [C:1]1([NH:7][C:8]2[CH:17]=[CH:16][C:11]([C:12]([O:14]C)=[O:13])=[CH:10][N:9]=2)[CH:6]=[CH:5][CH:4]=[CH:3][CH:2]=1.[OH-].[Li+]. The catalyst is C1COCC1.CO. The product is [C:1]1([NH:7][C:8]2[CH:17]=[CH:16][C:11]([C:12]([OH:14])=[O:13])=[CH:10][N:9]=2)[CH:2]=[CH:3][CH:4]=[CH:5][CH:6]=1. The yield is 0.650. (2) The reactants are C(OC([N:8]1[CH2:18][C:17]2[N:19]3[C:10](=[CH:11][N:12]=[C:13]3[CH:14]=[CH:15][CH:16]=2)[C:9]1=[O:20])=O)(C)(C)C.[ClH:21]. The catalyst is C(O)C. The product is [ClH:21].[N:12]1[CH:11]=[C:10]2[N:19]3[C:17](=[CH:16][CH:15]=[CH:14][C:13]=13)[CH2:18][NH:8][C:9]2=[O:20]. The yield is 0.764. (3) The reactants are [F:1][C:2]1[C:11]2[O:10][CH2:9][C@H:8]3[C@@H:12](C(O)=O)[C@H:7]3[C:6]=2[C:5]([F:16])=[CH:4][CH:3]=1.C([N:19]([CH2:22]C)CC)C.[NH2:24][C:25]1[N:30]=[CH:29][C:28]([C:31]([C:33]2[CH:38]=[CH:37][C:36]([F:39])=[CH:35][CH:34]=2)=[O:32])=[CH:27][CH:26]=1.C1C=CC(P(N=[N+]=[N-])(C2C=CC=CC=2)=[O:47])=CC=1. The catalyst is C1(C)C=CC=CC=1. The product is [F:1][C:2]1[C:11]2[O:10][CH2:9][C@H:8]3[C@@H:12]([NH:19][C:22]([NH:24][C:25]4[CH:26]=[CH:27][C:28]([C:31](=[O:32])[C:33]5[CH:38]=[CH:37][C:36]([F:39])=[CH:35][CH:34]=5)=[CH:29][N:30]=4)=[O:47])[C@H:7]3[C:6]=2[C:5]([F:16])=[CH:4][CH:3]=1. The yield is 0.390. (4) The reactants are [CH2:1]1COC23OCCOC2([C@]2(CC[C@H]4[C@@H]([C@H](CO)CC5[C@]4(C)CCCC5)[C@@H]2C3)C)[O:2]1.C([C@@H:32]1[CH:49]2[C@:44]([CH3:51])([CH2:45][CH2:46][C:47](=[O:50])[CH2:48]2)[C@@H:43]2[C@H:34]([C@H:35]3[C@@:39]([CH2:41][CH2:42]2)([CH3:40])[C:38](=[O:52])[CH2:37][CH2:36]3)[CH2:33]1)#N. No catalyst specified. The product is [OH:2][CH2:1][C@@H:33]1[CH2:32][CH:49]2[C@:44]([CH3:51])([CH2:45][CH2:46][C:47](=[O:50])[CH2:48]2)[C@@H:43]2[C@@H:34]1[C@H:35]1[C@@:39]([CH2:41][CH2:42]2)([CH3:40])[C:38](=[O:52])[CH2:37][CH2:36]1. The yield is 0.850. (5) The reactants are [C:1]([O:5][C:6]([NH:8][C@:9]1([C:14]([OH:16])=O)[CH2:11][C@@H:10]1[CH:12]=[CH2:13])=[O:7])([CH3:4])([CH3:3])[CH3:2].ClC(Cl)C.C(N1C=CN=C1)(N1C=CN=C1)=O.[CH:33]1([S:36]([NH2:39])(=[O:38])=[O:37])[CH2:35][CH2:34]1.C1CCN2C(=NCCC2)CC1. No catalyst specified. The product is [C:1]([O:5][C:6]([NH:8][C@:9]1([C:14]([C:33]2([S:36]([NH2:39])(=[O:38])=[O:37])[CH2:35][CH2:34]2)=[O:16])[CH2:11][C@@H:10]1[CH:12]=[CH2:13])=[O:7])([CH3:2])([CH3:3])[CH3:4]. The yield is 0.450. (6) The reactants are [CH3:1][C:2]([CH3:36])([CH3:35])[CH:3]([C:20]1[CH:34]=[CH:33][C:23]([C:24]([NH:26][CH2:27][CH2:28][C:29]([O:31]C)=[O:30])=[O:25])=[CH:22][CH:21]=1)[NH:4][C:5]1[CH:6]=[N:7][C:8]([N:11]2[CH:15]=[C:14]([C:16]([F:19])([F:18])[F:17])[CH:13]=[N:12]2)=[CH:9][CH:10]=1.C1COCC1.[OH-].[Na+]. The catalyst is CO. The product is [CH3:1][C:2]([CH3:36])([CH3:35])[CH:3]([C:20]1[CH:34]=[CH:33][C:23]([C:24]([NH:26][CH2:27][CH2:28][C:29]([OH:31])=[O:30])=[O:25])=[CH:22][CH:21]=1)[NH:4][C:5]1[CH:6]=[N:7][C:8]([N:11]2[CH:15]=[C:14]([C:16]([F:17])([F:18])[F:19])[CH:13]=[N:12]2)=[CH:9][CH:10]=1. The yield is 0.860. (7) The reactants are [H-].[Na+].CI.[Cl:5][C:6]1[CH:11]=[CH:10][N:9]=[C:8]2[CH:12]=[C:13]([C:15]([N:17]3[CH2:21][CH2:20][CH:19]([CH2:22][NH:23][C:24](=O)OC(C)(C)C)[CH2:18]3)=[O:16])[S:14][C:7]=12. The catalyst is C1COCC1. The yield is 0.820. The product is [Cl:5][C:6]1[CH:11]=[CH:10][N:9]=[C:8]2[CH:12]=[C:13]([C:15]([N:17]3[CH2:21][CH2:20][CH:19]([CH2:22][NH:23][CH3:24])[CH2:18]3)=[O:16])[S:14][C:7]=12.